Dataset: Retrosynthesis with 50K atom-mapped reactions and 10 reaction types from USPTO. Task: Predict the reactants needed to synthesize the given product. (1) Given the product CC(C)(C)OC(=O)NN(Cc1ccc(-c2cnccn2)cc1)C[C@H](O)[C@@H](N)Cc1ccccc1, predict the reactants needed to synthesize it. The reactants are: CC(C)(C)OC(=O)NN(Cc1ccc(-c2cnccn2)cc1)C[C@H](O)[C@H](Cc1ccccc1)NC(=O)C(F)(F)F. (2) Given the product COc1ccc(C(Cc2ccc(-c3ccsc3)cc2)c2cn(C)c(N)n2)cc1, predict the reactants needed to synthesize it. The reactants are: COc1ccc(C(Cc2ccc(Br)cc2)c2cn(C)c(N)n2)cc1.OB(O)c1ccsc1. (3) Given the product O=CN1CCOc2ccccc2C1, predict the reactants needed to synthesize it. The reactants are: O=CO.c1ccc2c(c1)CNCCO2. (4) Given the product N#CC[C@H](O)c1ccccc1, predict the reactants needed to synthesize it. The reactants are: N#CCC(=O)c1ccccc1. (5) Given the product CC1(C)OC(N)=N[C@](C)(c2cc(NC(=O)c3ccn(C(F)F)n3)ccc2F)C1(F)F, predict the reactants needed to synthesize it. The reactants are: CC1(C)OC(N)=N[C@](C)(c2cc(N)ccc2F)C1(F)F.O=C(O)c1ccn(C(F)F)n1.